Dataset: Full USPTO retrosynthesis dataset with 1.9M reactions from patents (1976-2016). Task: Predict the reactants needed to synthesize the given product. (1) Given the product [CH3:17][O:16][C:4]1[CH:3]=[C:2]([B:18]2[O:22][C:21]([CH3:24])([CH3:23])[C:20]([CH3:26])([CH3:25])[O:19]2)[CH:7]=[CH:6][C:5]=1[C:8]([N:10]1[CH2:15][CH2:14][O:13][CH2:12][CH2:11]1)=[O:9], predict the reactants needed to synthesize it. The reactants are: Br[C:2]1[CH:7]=[CH:6][C:5]([C:8]([N:10]2[CH2:15][CH2:14][O:13][CH2:12][CH2:11]2)=[O:9])=[C:4]([O:16][CH3:17])[CH:3]=1.[B:18]1([B:18]2[O:22][C:21]([CH3:24])([CH3:23])[C:20]([CH3:26])([CH3:25])[O:19]2)[O:22][C:21]([CH3:24])([CH3:23])[C:20]([CH3:26])([CH3:25])[O:19]1.CC([O-])=O.[K+]. (2) Given the product [CH3:1][C:2]1[S:6][C:5]([C:7]2[CH:12]=[CH:11][CH:10]=[CH:9][CH:8]=2)=[N:4][C:3]=1[CH2:13][CH2:14][O:15][C:16]1[CH:20]=[C:19]([CH2:21][O:22][C:23]2[CH:28]=[CH:27][CH:26]=[CH:25][C:24]=2[CH2:29][C:30]([OH:32])=[O:31])[O:18][N:17]=1, predict the reactants needed to synthesize it. The reactants are: [CH3:1][C:2]1[S:6][C:5]([C:7]2[CH:12]=[CH:11][CH:10]=[CH:9][CH:8]=2)=[N:4][C:3]=1[CH2:13][CH2:14][O:15][C:16]1[CH:20]=[C:19]([CH2:21][O:22][C:23]2[CH:28]=[CH:27][CH:26]=[CH:25][C:24]=2[CH2:29][C:30]([O:32]C)=[O:31])[O:18][N:17]=1.O1CCCC1.[OH-].[Na+].Cl. (3) Given the product [OH:11][CH:10]1[CH2:9][CH2:8][C@H:7]([CH2:12][C:13]([OH:15])=[O:14])[C@H:6]1[CH2:5]/[CH:4]=[CH:3]\[CH2:2][CH3:1], predict the reactants needed to synthesize it. The reactants are: [CH3:1][CH2:2]/[CH:3]=[CH:4]\[CH2:5][CH:6]1[C:10](=[O:11])[CH2:9][CH2:8][CH:7]1[CH2:12][C:13]([OH:15])=[O:14].[BH4-].[Na+].O. (4) Given the product [CH:16]([O:15][P:14]([O:20][CH:21]([CH3:23])[CH3:22])([CH:3]([P:4]([O:10][CH:11]([CH3:12])[CH3:13])([O:5][CH:6]([CH3:8])[CH3:7])=[O:9])[CH2:28][C:27]([OH:30])=[O:26])=[O:19])([CH3:18])[CH3:17], predict the reactants needed to synthesize it. The reactants are: [H-].[Na+].[CH2:3]([P:14]([O:20][CH:21]([CH3:23])[CH3:22])(=[O:19])[O:15][CH:16]([CH3:18])[CH3:17])[P:4]([O:10][CH:11]([CH3:13])[CH3:12])(=[O:9])[O:5][CH:6]([CH3:8])[CH3:7].C([O:26][C:27](=[O:30])[CH2:28]Br)C.O. (5) Given the product [CH3:20][C:17]1([CH3:21])[C:16]2[C:11]([O:10][C:7]3[N:6]=[CH:5][C:4]([NH2:1])=[CH:9][N:8]=3)=[CH:12][CH:13]=[C:14]([CH3:22])[C:15]=2[O:19][CH2:18]1, predict the reactants needed to synthesize it. The reactants are: [N+:1]([C:4]1[CH:5]=[N:6][C:7]([O:10][C:11]2[C:16]3[C:17]([CH3:21])([CH3:20])[CH2:18][O:19][C:15]=3[C:14]([CH3:22])=[CH:13][CH:12]=2)=[N:8][CH:9]=1)([O-])=O. (6) Given the product [C:1]1([CH:7]([N:11]2[C:16](=[S:17])[C:15]3[CH:18]=[N:19][NH:20][C:14]=3[N:13]=[CH:12]2)[C:8]([N:30]2[CH2:31][CH2:32][N:27]([C:22]3[CH:23]=[CH:24][CH:25]=[CH:26][N:21]=3)[CH2:28][CH2:29]2)=[O:10])[CH:2]=[CH:3][CH:4]=[CH:5][CH:6]=1, predict the reactants needed to synthesize it. The reactants are: [C:1]1([CH:7]([N:11]2[C:16](=[S:17])[C:15]3[CH:18]=[N:19][NH:20][C:14]=3[N:13]=[CH:12]2)[C:8]([OH:10])=O)[CH:6]=[CH:5][CH:4]=[CH:3][CH:2]=1.[N:21]1[CH:26]=[CH:25][CH:24]=[CH:23][C:22]=1[N:27]1[CH2:32][CH2:31][NH:30][CH2:29][CH2:28]1.CN1CCOCC1.CCOC(C)=O.